This data is from NCI-60 drug combinations with 297,098 pairs across 59 cell lines. The task is: Regression. Given two drug SMILES strings and cell line genomic features, predict the synergy score measuring deviation from expected non-interaction effect. (1) Drug 1: CCC1(CC2CC(C3=C(CCN(C2)C1)C4=CC=CC=C4N3)(C5=C(C=C6C(=C5)C78CCN9C7C(C=CC9)(C(C(C8N6C)(C(=O)OC)O)OC(=O)C)CC)OC)C(=O)OC)O.OS(=O)(=O)O. Drug 2: C1=CN(C=N1)CC(O)(P(=O)(O)O)P(=O)(O)O. Cell line: UACC-257. Synergy scores: CSS=0.829, Synergy_ZIP=0.368, Synergy_Bliss=0.645, Synergy_Loewe=-0.291, Synergy_HSA=-0.0523. (2) Drug 1: COC1=C(C=C2C(=C1)N=CN=C2NC3=CC(=C(C=C3)F)Cl)OCCCN4CCOCC4. Drug 2: C1=CC(=CC=C1CC(C(=O)O)N)N(CCCl)CCCl.Cl. Cell line: SNB-75. Synergy scores: CSS=26.4, Synergy_ZIP=-0.515, Synergy_Bliss=3.34, Synergy_Loewe=-4.48, Synergy_HSA=2.99.